The task is: Predict hERG channel inhibition at various concentrations.. This data is from hERG Central: cardiac toxicity at 1µM, 10µM, and general inhibition. (1) The drug is CCN(CC)S(=O)(=O)c1cccc(NC(=O)c2cncc(Br)c2)c1. Results: hERG_inhib (hERG inhibition (general)): blocker. (2) The molecule is CCC(C)(C)n1nnnc1C(c1ccc(OC)c(OC)c1)N1CCN(c2ccc(F)cc2)CC1.Cl. Results: hERG_inhib (hERG inhibition (general)): blocker. (3) The drug is O=C(CSc1nnc(-c2ccc(OC(F)F)cc2)o1)N1CCOCC1. Results: hERG_inhib (hERG inhibition (general)): blocker. (4) The compound is CCCCc1ccc(N/C(N)=N/c2nc(C)cc(C)n2)cc1. Results: hERG_inhib (hERG inhibition (general)): blocker. (5) The compound is CCn1c(N2CCN(C(=O)c3ccco3)CC2)nc2ccccc21. Results: hERG_inhib (hERG inhibition (general)): blocker. (6) The compound is CCOC(=O)Cn1cc(C(=O)c2ccccc2F)c2ccccc21. Results: hERG_inhib (hERG inhibition (general)): blocker.